From a dataset of Reaction yield outcomes from USPTO patents with 853,638 reactions. Predict the reaction yield, written as a fraction of the theoretical maximum amount of product (1.0 means a 100% yield; for example, 0.34 means a 34% yield). The reactants are [CH2:1]([O:3][C:4]1[CH:11]=[CH:10][C:7]([CH:8]=O)=[CH:6][C:5]=1[N+:12]([O-:14])=[O:13])[CH3:2].[C:15]([CH:20]=P(C1C=CC=CC=1)(C1C=CC=CC=1)C1C=CC=CC=1)([O:17][CH2:18][CH3:19])=[O:16].O1CCCC1. The catalyst is C(OCC)(=O)C. The product is [CH2:1]([O:3][C:4]1[CH:11]=[CH:10][C:7]([CH:8]=[CH:20][C:15]([O:17][CH2:18][CH3:19])=[O:16])=[CH:6][C:5]=1[N+:12]([O-:14])=[O:13])[CH3:2]. The yield is 0.940.